Dataset: Full USPTO retrosynthesis dataset with 1.9M reactions from patents (1976-2016). Task: Predict the reactants needed to synthesize the given product. The reactants are: [CH3:1][S:2]([C:5]1[CH:6]=[CH:7][C:8]([O:14][CH:15]([C:18]([F:21])([F:20])[F:19])[CH2:16][CH3:17])=[C:9]([CH:13]=1)[C:10]([OH:12])=O)(=[O:4])=[O:3].Cl.[F:23][C:24]([F:37])([F:36])[C:25]1[S:29][C:28]([N:30]2[CH2:35][CH2:34][NH:33][CH2:32][CH2:31]2)=[N:27][CH:26]=1. Given the product [CH3:1][S:2]([C:5]1[CH:6]=[CH:7][C:8]([O:14][CH:15]([C:18]([F:21])([F:20])[F:19])[CH2:16][CH3:17])=[C:9]([C:10]([N:33]2[CH2:34][CH2:35][N:30]([C:28]3[S:29][C:25]([C:24]([F:37])([F:23])[F:36])=[CH:26][N:27]=3)[CH2:31][CH2:32]2)=[O:12])[CH:13]=1)(=[O:3])=[O:4], predict the reactants needed to synthesize it.